Dataset: Forward reaction prediction with 1.9M reactions from USPTO patents (1976-2016). Task: Predict the product of the given reaction. (1) Given the reactants [Cl:1][C:2]1[CH:7]=[CH:6][C:5]([OH:8])=[CH:4][C:3]=1[C:9]([F:12])([F:11])[F:10].[F:13][C:14]1[CH:15]=[C:16]([CH:19]=[CH:20][C:21]=1F)[CH:17]=[O:18], predict the reaction product. The product is: [Cl:1][C:2]1[CH:7]=[CH:6][C:5]([O:8][C:21]2[CH:20]=[CH:19][C:16]([CH:17]=[O:18])=[CH:15][C:14]=2[F:13])=[CH:4][C:3]=1[C:9]([F:10])([F:11])[F:12]. (2) Given the reactants [OH:1][C@H:2]([CH2:24][O:25][C:26]1[CH:31]=[CH:30][CH:29]=[CH:28][CH:27]=1)[CH2:3][N:4]([CH2:12][C@H:13]1[CH2:22][CH2:21][C:20]2[C:15](=[CH:16][CH:17]=[C:18]([I:23])[CH:19]=2)[O:14]1)[C:5](=[O:11])[O:6][C:7]([CH3:10])([CH3:9])[CH3:8].[Si:32](Cl)([C:35]([CH3:38])([CH3:37])[CH3:36])([CH3:34])[CH3:33].N1C=CN=C1.O, predict the reaction product. The product is: [Si:32]([O:1][C@H:2]([CH2:24][O:25][C:26]1[CH:31]=[CH:30][CH:29]=[CH:28][CH:27]=1)[CH2:3][N:4]([CH2:12][C@H:13]1[CH2:22][CH2:21][C:20]2[C:15](=[CH:16][CH:17]=[C:18]([I:23])[CH:19]=2)[O:14]1)[C:5](=[O:11])[O:6][C:7]([CH3:10])([CH3:8])[CH3:9])([C:35]([CH3:38])([CH3:37])[CH3:36])([CH3:34])[CH3:33]. (3) Given the reactants [CH3:1][C:2]1[CH:7]=[CH:6][C:5]([C:8]2[CH:13]=[C:12]([C:14](=[O:24])[NH:15][CH2:16][C:17]3[CH:18]=[N:19][C:20]([CH3:23])=[CH:21][CH:22]=3)[CH:11]=[C:10]([C:25]([OH:27])=O)[CH:9]=2)=[CH:4][CH:3]=1.[CH3:28][NH:29][C:30]1[CH:35]=[CH:34][N:33]=[CH:32][CH:31]=1.F[P-](F)(F)(F)(F)F.C[N+](C)=C(N(C)C)ON1C2N=CC=CC=2N=N1.C(N(CC)C(C)C)(C)C, predict the reaction product. The product is: [CH3:28][N:29]([C:30]1[CH:35]=[CH:34][N:33]=[CH:32][CH:31]=1)[C:25]([C:10]1[CH:9]=[C:8]([C:5]2[CH:4]=[CH:3][C:2]([CH3:1])=[CH:7][CH:6]=2)[CH:13]=[C:12]([C:14]([NH:15][CH2:16][C:17]2[CH:18]=[N:19][C:20]([CH3:23])=[CH:21][CH:22]=2)=[O:24])[CH:11]=1)=[O:27]. (4) Given the reactants [OH-].[Na+].CCO.[Cl:6][C:7]1[C:8]([N:34]2[CH2:39][CH2:38][CH:37]([C:40]([O:42]CC)=[O:41])[CH2:36][CH2:35]2)=[N:9][CH:10]=[C:11]([C:13](=[O:33])[NH:14][C:15]2[S:16][C:17]([CH2:26][N:27]([CH2:29][CH2:30][O:31][CH3:32])[CH3:28])=[C:18]([C:20]3[S:21][CH:22]=[C:23]([Cl:25])[CH:24]=3)[N:19]=2)[CH:12]=1.Cl, predict the reaction product. The product is: [ClH:6].[Cl:6][C:7]1[C:8]([N:34]2[CH2:39][CH2:38][CH:37]([C:40]([OH:42])=[O:41])[CH2:36][CH2:35]2)=[N:9][CH:10]=[C:11]([C:13](=[O:33])[NH:14][C:15]2[S:16][C:17]([CH2:26][N:27]([CH2:29][CH2:30][O:31][CH3:32])[CH3:28])=[C:18]([C:20]3[S:21][CH:22]=[C:23]([Cl:25])[CH:24]=3)[N:19]=2)[CH:12]=1. (5) Given the reactants C(OC([N:8]1[CH2:13][CH2:12][N:11]([C:14](=[O:22])[C:15]2[CH:20]=[CH:19][C:18]([Cl:21])=[CH:17][CH:16]=2)[CH2:10][CH2:9]1)=O)(C)(C)C.O1CCOCC1, predict the reaction product. The product is: [Cl:21][C:18]1[CH:17]=[CH:16][C:15]([C:14]([N:11]2[CH2:10][CH2:9][NH:8][CH2:13][CH2:12]2)=[O:22])=[CH:20][CH:19]=1. (6) The product is: [C:16]([O:15][C:14]([NH:13][CH2:12][CH2:11][O:10][CH2:9][CH2:8][N:7]([CH2:6][CH2:5][O:4][CH2:3][CH2:2][OH:1])[CH2:21][C:22]([OH:24])=[O:23])=[O:20])([CH3:19])([CH3:18])[CH3:17]. Given the reactants [OH:1][CH2:2][CH2:3][O:4][CH2:5][CH2:6][N:7]([CH2:21][C:22]([O:24]CC1C=CC=CC=1)=[O:23])[CH2:8][CH2:9][O:10][CH2:11][CH2:12][NH:13][C:14](=[O:20])[O:15][C:16]([CH3:19])([CH3:18])[CH3:17], predict the reaction product.